Dataset: Full USPTO retrosynthesis dataset with 1.9M reactions from patents (1976-2016). Task: Predict the reactants needed to synthesize the given product. (1) Given the product [CH3:19][O:18][CH2:17][CH2:16][O:1][C:2]1[C:9]([CH3:10])=[C:8]([O:11][CH2:12][CH2:13][CH3:14])[CH:7]=[CH:6][C:3]=1[CH:4]=[O:5], predict the reactants needed to synthesize it. The reactants are: [OH:1][C:2]1[C:9]([CH3:10])=[C:8]([O:11][CH2:12][CH2:13][CH3:14])[CH:7]=[CH:6][C:3]=1[CH:4]=[O:5].Br[CH2:16][CH2:17][O:18][CH3:19]. (2) Given the product [I:1][C:2]1[CH:3]=[C:4]([C:8]2[N:9]=[CH:10][N:11]([CH3:26])[C:12]=2[C:13]2[S:25][C:16]3[N:17]=[CH:18][N:19]=[C:20]([NH2:28])[C:15]=3[CH:14]=2)[CH:5]=[CH:6][CH:7]=1, predict the reactants needed to synthesize it. The reactants are: [I:1][C:2]1[CH:3]=[C:4]([C:8]2[N:9]=[CH:10][N:11]([CH3:26])[C:12]=2[C:13]2[S:25][C:16]3[N:17]=[CH:18][N:19]=[C:20](S(C)(=O)=O)[C:15]=3[CH:14]=2)[CH:5]=[CH:6][CH:7]=1.C[N:28]1C(C2SC3N=CN=C(S(C)(=O)=O)C=3C=2)=C(C2C=CC=CC=2)N=C1.